This data is from NCI-60 drug combinations with 297,098 pairs across 59 cell lines. The task is: Regression. Given two drug SMILES strings and cell line genomic features, predict the synergy score measuring deviation from expected non-interaction effect. (1) Drug 1: CNC(=O)C1=CC=CC=C1SC2=CC3=C(C=C2)C(=NN3)C=CC4=CC=CC=N4. Drug 2: C1=CC(=CC=C1CCC2=CNC3=C2C(=O)NC(=N3)N)C(=O)NC(CCC(=O)O)C(=O)O. Cell line: COLO 205. Synergy scores: CSS=44.6, Synergy_ZIP=2.21, Synergy_Bliss=2.32, Synergy_Loewe=-14.6, Synergy_HSA=0.400. (2) Drug 1: C1=CC=C(C=C1)NC(=O)CCCCCCC(=O)NO. Drug 2: CC1CCC2CC(C(=CC=CC=CC(CC(C(=O)C(C(C(=CC(C(=O)CC(OC(=O)C3CCCCN3C(=O)C(=O)C1(O2)O)C(C)CC4CCC(C(C4)OC)OCCO)C)C)O)OC)C)C)C)OC. Cell line: SNB-19. Synergy scores: CSS=1.98, Synergy_ZIP=-4.24, Synergy_Bliss=-5.27, Synergy_Loewe=-6.46, Synergy_HSA=-4.94. (3) Drug 1: C1C(C(OC1N2C=NC3=C(N=C(N=C32)Cl)N)CO)O. Drug 2: CS(=O)(=O)CCNCC1=CC=C(O1)C2=CC3=C(C=C2)N=CN=C3NC4=CC(=C(C=C4)OCC5=CC(=CC=C5)F)Cl. Cell line: TK-10. Synergy scores: CSS=26.6, Synergy_ZIP=-6.37, Synergy_Bliss=-1.89, Synergy_Loewe=-5.98, Synergy_HSA=0.153. (4) Drug 1: C1=NC2=C(N=C(N=C2N1C3C(C(C(O3)CO)O)F)Cl)N. Drug 2: CC1=C2C(C(=O)C3(C(CC4C(C3C(C(C2(C)C)(CC1OC(=O)C(C(C5=CC=CC=C5)NC(=O)OC(C)(C)C)O)O)OC(=O)C6=CC=CC=C6)(CO4)OC(=O)C)O)C)O. Cell line: SR. Synergy scores: CSS=-7.27, Synergy_ZIP=6.11, Synergy_Bliss=3.08, Synergy_Loewe=-9.47, Synergy_HSA=-8.61. (5) Drug 1: C1=NC2=C(N1)C(=S)N=CN2. Drug 2: COC1=C2C(=CC3=C1OC=C3)C=CC(=O)O2. Cell line: RXF 393. Synergy scores: CSS=13.0, Synergy_ZIP=-7.63, Synergy_Bliss=-1.04, Synergy_Loewe=-16.0, Synergy_HSA=-2.80. (6) Drug 1: CC(C)(C1=NC(=CC=C1)N2C3=NC(=NC=C3C(=O)N2CC=C)NC4=CC=C(C=C4)N5CCN(CC5)C)O. Drug 2: C1=CC(=C(C=C1I)F)NC2=C(C=CC(=C2F)F)C(=O)NOCC(CO)O. Cell line: UACC62. Synergy scores: CSS=60.6, Synergy_ZIP=1.69, Synergy_Bliss=1.70, Synergy_Loewe=-2.97, Synergy_HSA=6.83. (7) Drug 1: CC=C1C(=O)NC(C(=O)OC2CC(=O)NC(C(=O)NC(CSSCCC=C2)C(=O)N1)C(C)C)C(C)C. Drug 2: C1=CC=C(C(=C1)C(C2=CC=C(C=C2)Cl)C(Cl)Cl)Cl. Cell line: HOP-92. Synergy scores: CSS=2.36, Synergy_ZIP=0.776, Synergy_Bliss=-0.415, Synergy_Loewe=-4.25, Synergy_HSA=-4.09. (8) Drug 1: C1=CC(=C2C(=C1NCCNCCO)C(=O)C3=C(C=CC(=C3C2=O)O)O)NCCNCCO. Drug 2: CC1CCC2CC(C(=CC=CC=CC(CC(C(=O)C(C(C(=CC(C(=O)CC(OC(=O)C3CCCCN3C(=O)C(=O)C1(O2)O)C(C)CC4CCC(C(C4)OC)O)C)C)O)OC)C)C)C)OC. Cell line: NCI-H522. Synergy scores: CSS=54.9, Synergy_ZIP=-4.73, Synergy_Bliss=-4.38, Synergy_Loewe=1.18, Synergy_HSA=2.65.